From a dataset of Forward reaction prediction with 1.9M reactions from USPTO patents (1976-2016). Predict the product of the given reaction. (1) Given the reactants [Cl:1][C:2]1[CH:3]=[C:4]2[C:8](=[CH:9][CH:10]=1)[NH:7][CH:6]=[C:5]2[CH2:11][CH2:12][NH:13][C:14](=[O:22])[C:15]1[CH:20]=[CH:19][CH:18]=[C:17](I)[CH:16]=1.[CH3:23][C:24]1[CH:25]=[C:26](B(O)O)[CH:27]=[CH:28][C:29]=1[CH3:30].C(=O)([O-])[O-].[Na+].[Na+], predict the reaction product. The product is: [Cl:1][C:2]1[CH:3]=[C:4]2[C:8](=[CH:9][CH:10]=1)[NH:7][CH:6]=[C:5]2[CH2:11][CH2:12][NH:13][C:14]([C:15]1[CH:16]=[C:17]([C:26]2[CH:27]=[CH:28][C:29]([CH3:30])=[C:24]([CH3:23])[CH:25]=2)[CH:18]=[CH:19][CH:20]=1)=[O:22]. (2) Given the reactants [Cl:1][C:2]1[CH:3]=[C:4]([NH:9][C:10]2[N:14]=[C:13]([CH2:15][CH2:16][C:17]3[CH:18]=[C:19]4[C:24](=[CH:25][CH:26]=3)[N:23](CC3C=CC(OC)=CC=3)[C:22](=[O:36])[CH2:21][CH2:20]4)[O:12][N:11]=2)[CH:5]=[CH:6][C:7]=1[Cl:8].C(O)(C(F)(F)F)=O.C1(OC)C=CC=CC=1, predict the reaction product. The product is: [Cl:1][C:2]1[CH:3]=[C:4]([NH:9][C:10]2[N:14]=[C:13]([CH2:15][CH2:16][C:17]3[CH:18]=[C:19]4[C:24](=[CH:25][CH:26]=3)[NH:23][C:22](=[O:36])[CH2:21][CH2:20]4)[O:12][N:11]=2)[CH:5]=[CH:6][C:7]=1[Cl:8].